Dataset: NCI-60 drug combinations with 297,098 pairs across 59 cell lines. Task: Regression. Given two drug SMILES strings and cell line genomic features, predict the synergy score measuring deviation from expected non-interaction effect. (1) Drug 1: CC1C(C(CC(O1)OC2CC(CC3=C2C(=C4C(=C3O)C(=O)C5=C(C4=O)C(=CC=C5)OC)O)(C(=O)CO)O)N)O.Cl. Drug 2: CCC1(CC2CC(C3=C(CCN(C2)C1)C4=CC=CC=C4N3)(C5=C(C=C6C(=C5)C78CCN9C7C(C=CC9)(C(C(C8N6C)(C(=O)OC)O)OC(=O)C)CC)OC)C(=O)OC)O.OS(=O)(=O)O. Cell line: EKVX. Synergy scores: CSS=10.9, Synergy_ZIP=-4.72, Synergy_Bliss=-5.17, Synergy_Loewe=-4.20, Synergy_HSA=-4.16. (2) Drug 1: C1=CC(=CC=C1CCCC(=O)O)N(CCCl)CCCl. Drug 2: C1=CC=C(C=C1)NC(=O)CCCCCCC(=O)NO. Cell line: RPMI-8226. Synergy scores: CSS=53.8, Synergy_ZIP=-3.19, Synergy_Bliss=-9.53, Synergy_Loewe=-6.54, Synergy_HSA=-4.65. (3) Drug 1: C1CC(=O)NC(=O)C1N2CC3=C(C2=O)C=CC=C3N. Cell line: CAKI-1. Drug 2: C1C(C(OC1N2C=C(C(=O)NC2=O)F)CO)O. Synergy scores: CSS=21.9, Synergy_ZIP=-2.02, Synergy_Bliss=-0.923, Synergy_Loewe=0.427, Synergy_HSA=1.49. (4) Drug 1: CN(C(=O)NC(C=O)C(C(C(CO)O)O)O)N=O. Drug 2: C(CCl)NC(=O)N(CCCl)N=O. Cell line: UO-31. Synergy scores: CSS=39.4, Synergy_ZIP=-0.0322, Synergy_Bliss=-1.01, Synergy_Loewe=-3.72, Synergy_HSA=-0.610. (5) Drug 1: CC1=CC2C(CCC3(C2CCC3(C(=O)C)OC(=O)C)C)C4(C1=CC(=O)CC4)C. Drug 2: CC(C1=C(C=CC(=C1Cl)F)Cl)OC2=C(N=CC(=C2)C3=CN(N=C3)C4CCNCC4)N. Cell line: SK-OV-3. Synergy scores: CSS=-0.234, Synergy_ZIP=-1.39, Synergy_Bliss=-2.30, Synergy_Loewe=-3.86, Synergy_HSA=-2.64. (6) Drug 1: CC1CCC2CC(C(=CC=CC=CC(CC(C(=O)C(C(C(=CC(C(=O)CC(OC(=O)C3CCCCN3C(=O)C(=O)C1(O2)O)C(C)CC4CCC(C(C4)OC)OCCO)C)C)O)OC)C)C)C)OC. Drug 2: C1CN(CCN1C(=O)CCBr)C(=O)CCBr. Cell line: K-562. Synergy scores: CSS=31.0, Synergy_ZIP=-8.91, Synergy_Bliss=-3.86, Synergy_Loewe=-14.7, Synergy_HSA=0.665. (7) Drug 1: CC1CC2C3CCC4=CC(=O)C=CC4(C3(C(CC2(C1(C(=O)CO)O)C)O)F)C. Drug 2: CC1(CCCN1)C2=NC3=C(C=CC=C3N2)C(=O)N. Cell line: OVCAR3. Synergy scores: CSS=7.35, Synergy_ZIP=0.983, Synergy_Bliss=4.88, Synergy_Loewe=-1.60, Synergy_HSA=2.41. (8) Drug 1: CCC1=CC2CC(C3=C(CN(C2)C1)C4=CC=CC=C4N3)(C5=C(C=C6C(=C5)C78CCN9C7C(C=CC9)(C(C(C8N6C)(C(=O)OC)O)OC(=O)C)CC)OC)C(=O)OC.C(C(C(=O)O)O)(C(=O)O)O. Drug 2: C1=CN(C(=O)N=C1N)C2C(C(C(O2)CO)O)O.Cl. Cell line: SK-MEL-5. Synergy scores: CSS=37.8, Synergy_ZIP=-2.04, Synergy_Bliss=3.63, Synergy_Loewe=-5.98, Synergy_HSA=4.28. (9) Drug 1: C1CCN(CC1)CCOC2=CC=C(C=C2)C(=O)C3=C(SC4=C3C=CC(=C4)O)C5=CC=C(C=C5)O. Drug 2: C1=CC(=CC=C1CCCC(=O)O)N(CCCl)CCCl. Cell line: OVCAR-8. Synergy scores: CSS=23.7, Synergy_ZIP=-6.73, Synergy_Bliss=-1.90, Synergy_Loewe=-4.62, Synergy_HSA=-3.72. (10) Drug 1: CC1=C2C(C(=O)C3(C(CC4C(C3C(C(C2(C)C)(CC1OC(=O)C(C(C5=CC=CC=C5)NC(=O)OC(C)(C)C)O)O)OC(=O)C6=CC=CC=C6)(CO4)OC(=O)C)OC)C)OC. Drug 2: CC1C(C(CC(O1)OC2CC(CC3=C2C(=C4C(=C3O)C(=O)C5=C(C4=O)C(=CC=C5)OC)O)(C(=O)C)O)N)O.Cl. Cell line: PC-3. Synergy scores: CSS=48.8, Synergy_ZIP=10.9, Synergy_Bliss=9.46, Synergy_Loewe=3.72, Synergy_HSA=13.2.